The task is: Predict which catalyst facilitates the given reaction.. This data is from Catalyst prediction with 721,799 reactions and 888 catalyst types from USPTO. (1) Reactant: [N:1]#[C:2]Br.[Br:4][C:5]1[CH:11]=[CH:10][C:8]([NH2:9])=[CH:7][CH:6]=1. Product: [Br:4][C:5]1[CH:11]=[CH:10][C:8]([NH:9][C:2]#[N:1])=[CH:7][CH:6]=1. The catalyst class is: 27. (2) Reactant: [C:1]([O:5][C:6]([N:8]1[CH2:11][CH:10]([C:12](=[O:17])N(OC)C)[CH2:9]1)=[O:7])([CH3:4])([CH3:3])[CH3:2].[O:18]([C:20]1[CH:25]=[CH:24][CH:23]=[CH:22][C:21]=1[Mg]Br)[CH3:19].OS([O-])(=O)=O.[K+].CCOC(C)=O. Product: [C:1]([O:5][C:6]([N:8]1[CH2:9][CH:10]([C:12](=[O:17])[C:21]2[CH:22]=[CH:23][CH:24]=[CH:25][C:20]=2[O:18][CH3:19])[CH2:11]1)=[O:7])([CH3:2])([CH3:3])[CH3:4]. The catalyst class is: 28. (3) Reactant: [CH2:1]([O:3][C:4]([C:6]1[N:7]=[C:8]([CH3:12])[O:9][C:10]=1[NH2:11])=[O:5])[CH3:2].CCN(C(C)C)C(C)C.[CH3:22][C:23]([O:26][C:27](O[C:27]([O:26][C:23]([CH3:25])([CH3:24])[CH3:22])=[O:28])=[O:28])([CH3:25])[CH3:24].O. Product: [CH2:1]([O:3][C:4]([C:6]1[N:7]=[C:8]([CH3:12])[O:9][C:10]=1[NH:11][C:27]([O:26][C:23]([CH3:25])([CH3:24])[CH3:22])=[O:28])=[O:5])[CH3:2]. The catalyst class is: 616. (4) Reactant: [CH3:1][O:2][C:3]1[CH:12]=[C:11]2[C:6]([CH2:7][C:8]([CH3:14])([CH3:13])[N:9]=[CH:10]2)=[CH:5][C:4]=1[OH:15].[BH4-].[Na+].O.Cl. Product: [CH3:1][O:2][C:3]1[CH:12]=[C:11]2[C:6]([CH2:7][C:8]([CH3:13])([CH3:14])[NH:9][CH2:10]2)=[CH:5][C:4]=1[OH:15]. The catalyst class is: 8. (5) The catalyst class is: 22. Product: [CH3:27][C:10]1[C:11]2[C:12](=[N:13][CH:14]=[C:15]([C:17]3[CH:18]=[C:19]([NH:23][C:24](=[O:26])[CH3:25])[CH:20]=[CH:21][CH:22]=3)[CH:16]=2)[NH:8][N:9]=1. Reactant: COC1C=CC(C[N:8]2[C:12]3=[N:13][CH:14]=[C:15]([C:17]4[CH:18]=[C:19]([NH:23][C:24](=[O:26])[CH3:25])[CH:20]=[CH:21][CH:22]=4)[CH:16]=[C:11]3[C:10]([CH3:27])=[N:9]2)=CC=1.FC(F)(F)C(O)=O. (6) Reactant: [N:1]1([C:7]2[CH:35]=[CH:34][C:10]([C:11]([NH:13][C:14]3[C:15]4[CH:26]=[C:25]([C:27]([O:29]C(C)(C)C)=[O:28])[S:24][C:16]=4[N:17]([C:19]([O:21][CH2:22][CH3:23])=[O:20])[N:18]=3)=[O:12])=[CH:9][CH:8]=2)[CH2:6][CH2:5][O:4][CH2:3][CH2:2]1.[ClH:36]. Product: [ClH:36].[CH2:22]([O:21][C:19]([N:17]1[C:16]2[S:24][C:25]([C:27]([OH:29])=[O:28])=[CH:26][C:15]=2[C:14]([NH:13][C:11](=[O:12])[C:10]2[CH:9]=[CH:8][C:7]([N:1]3[CH2:2][CH2:3][O:4][CH2:5][CH2:6]3)=[CH:35][CH:34]=2)=[N:18]1)=[O:20])[CH3:23]. The catalyst class is: 12. (7) Reactant: Cl.[OH-].[Na+:3].[CH:4]1[CH:5]=[CH:6][C:7]2[NH:14][C:12](=[O:13])[CH:11]=[C:10]([CH2:15][CH:16]([NH:20][C:21]([C:23]3[CH:24]=[CH:25][C:26]([Cl:29])=[CH:27][CH:28]=3)=[O:22])[C:17]([OH:19])=[O:18])[C:8]=2[CH:9]=1. Product: [OH-:13].[Na+:3].[CH:4]1[CH:5]=[CH:6][C:7]2[NH:14][C:12](=[O:13])[CH:11]=[C:10]([CH2:15][CH:16]([NH:20][C:21]([C:23]3[CH:28]=[CH:27][C:26]([Cl:29])=[CH:25][CH:24]=3)=[O:22])[C:17]([OH:19])=[O:18])[C:8]=2[CH:9]=1. The catalyst class is: 6. (8) Reactant: [O:1]=[C:2]1[NH:6][CH2:5][C:4](=[O:7])[N:3]1[C:8]1[C:17]2[C:12](=[CH:13][CH:14]=[CH:15][CH:16]=2)[C:11]([C:18]#[N:19])=[CH:10][CH:9]=1.N[C@H](C(O)=O)C.C([O-])([O-])=O.[Na+].[Na+].[CH:32](=O)[C:33]1[C:34](=[CH:36][CH:37]=[CH:38][CH:39]=1)[OH:35]. Product: [OH:35][C:34]1[CH:36]=[CH:37][CH:38]=[CH:39][C:33]=1[CH:32]=[C:5]1[C:4](=[O:7])[N:3]([C:8]2[C:17]3[C:12](=[CH:13][CH:14]=[CH:15][CH:16]=3)[C:11]([C:18]#[N:19])=[CH:10][CH:9]=2)[C:2](=[O:1])[NH:6]1. The catalyst class is: 6.